This data is from Peptide-MHC class I binding affinity with 185,985 pairs from IEDB/IMGT. The task is: Regression. Given a peptide amino acid sequence and an MHC pseudo amino acid sequence, predict their binding affinity value. This is MHC class I binding data. (1) The peptide sequence is HDHHFTPQI. The MHC is HLA-A26:01 with pseudo-sequence HLA-A26:01. The binding affinity (normalized) is 0. (2) The peptide sequence is YCPGTTVTL. The MHC is HLA-B46:01 with pseudo-sequence HLA-B46:01. The binding affinity (normalized) is 0.0847. (3) The peptide sequence is LIAPRGYFK. The MHC is BoLA-T2a with pseudo-sequence BoLA-T2a. The binding affinity (normalized) is 0.335.